Dataset: Forward reaction prediction with 1.9M reactions from USPTO patents (1976-2016). Task: Predict the product of the given reaction. Given the reactants [C:1]([O:5][C:6]([N:8]1[CH2:13][CH2:12][CH:11]([C:14]2[O:23][C:17]3=[CH:18][N:19]=[C:20](Cl)[CH:21]=[C:16]3[CH:15]=2)[CH2:10][CH2:9]1)=[O:7])([CH3:4])([CH3:3])[CH3:2].[CH3:24][S:25]([N:28]1[CH2:33][CH:32]=[C:31](B2OC(C)(C)C(C)(C)O2)[CH2:30][CH2:29]1)(=[O:27])=[O:26], predict the reaction product. The product is: [C:1]([O:5][C:6]([N:8]1[CH2:13][CH2:12][CH:11]([C:14]2[O:23][C:17]3=[CH:18][N:19]=[C:20]([C:31]4[CH2:32][CH2:33][N:28]([S:25]([CH3:24])(=[O:27])=[O:26])[CH2:29][CH:30]=4)[CH:21]=[C:16]3[CH:15]=2)[CH2:10][CH2:9]1)=[O:7])([CH3:4])([CH3:3])[CH3:2].